Dataset: Full USPTO retrosynthesis dataset with 1.9M reactions from patents (1976-2016). Task: Predict the reactants needed to synthesize the given product. The reactants are: [Br:1][C:2]1[CH:3]=[CH:4][C:5]2[C:6](=O)[C:7]3[C:12]([O:13][C:14]=2[CH:15]=1)=[C:11]([O:16][CH3:17])[CH:10]=[CH:9][CH:8]=3.C(N(CC)C(C1C=CC2C(=O)C3C(OC=2C=1)=CC=CC=3)=O)C.[F:41][C:42]([F:55])([F:54])[C:43]([N:45]1[CH:50]2[CH2:51][CH2:52][CH:46]1[CH2:47][C:48](=O)[CH2:49]2)=[O:44]. Given the product [Br:1][C:2]1[CH:3]=[CH:4][C:5]2[C:6](=[C:48]3[CH2:47][CH:46]4[N:45]([C:43](=[O:44])[C:42]([F:54])([F:41])[F:55])[CH:50]([CH2:51][CH2:52]4)[CH2:49]3)[C:7]3[C:12]([O:13][C:14]=2[CH:15]=1)=[C:11]([O:16][CH3:17])[CH:10]=[CH:9][CH:8]=3, predict the reactants needed to synthesize it.